This data is from Catalyst prediction with 721,799 reactions and 888 catalyst types from USPTO. The task is: Predict which catalyst facilitates the given reaction. (1) Reactant: C([O:3][P:4]([CH2:13][CH2:14][P:15]([CH2:18][CH2:19][S:20]C(OCC)=S)(=[O:17])[OH:16])([CH2:6][CH2:7][C:8]([O:10]CC)=[O:9])=[O:5])C.[OH-].[Na+].OP(O)(O)=O.[N:33]1[CH:38]=[CH:37][CH:36]=[CH:35][C:34]=1[S:39][S:39][C:34]1[CH:35]=[CH:36][CH:37]=[CH:38][N:33]=1. Product: [OH:3][P:4]([CH2:6][CH2:7][C:8]([OH:10])=[O:9])([CH2:13][CH2:14][P:15]([OH:16])([CH2:18][CH2:19][S:20][S:39][C:34]1[CH:35]=[CH:36][CH:37]=[CH:38][N:33]=1)=[O:17])=[O:5]. The catalyst class is: 5. (2) Reactant: [S:1]1[C:5]2[CH2:6][CH2:7][NH:8][CH2:9][CH2:10][C:4]=2[CH:3]=[CH:2]1.C(N(CC)CC)C.Cl[C:19]([O:21][CH2:22][CH3:23])=[O:20]. Product: [CH2:22]([O:21][C:19]([N:8]1[CH2:9][CH2:10][C:4]2[CH:3]=[CH:2][S:1][C:5]=2[CH2:6][CH2:7]1)=[O:20])[CH3:23]. The catalyst class is: 20. (3) Reactant: [Br:1][C:2]1[CH:3]=[N:4][CH:5]=[C:6]([OH:8])[CH:7]=1.[C:9](OC(=O)C)(=[O:11])[CH3:10].C(N(CC)CC)C. Product: [C:9]([O:8][C:6]1[CH:5]=[N:4][CH:3]=[C:2]([Br:1])[CH:7]=1)(=[O:11])[CH3:10]. The catalyst class is: 165. (4) Reactant: [Br:1][C:2]1[N:3]=[C:4]([C:15](=[O:22])[CH2:16][C:17]([O:19][CH2:20][CH3:21])=[O:18])[N:5]([NH:7][C:8](OC(C)(C)C)=O)[CH:6]=1.CN(C(OC)OC)C. Product: [Br:1][C:2]1[N:3]=[C:4]2[C:15]([OH:22])=[C:16]([C:17]([O:19][CH2:20][CH3:21])=[O:18])[CH:8]=[N:7][N:5]2[CH:6]=1. The catalyst class is: 2. (5) Reactant: C([N:5]1[CH:9]=[C:8]([C:10]([O:12][CH2:13][CH3:14])=[O:11])[C:7]([Cl:15])=[N:6]1)(C)(C)C.[OH-].[Na+]. Product: [Cl:15][C:7]1[C:8]([C:10]([O:12][CH2:13][CH3:14])=[O:11])=[CH:9][NH:5][N:6]=1. The catalyst class is: 33. (6) Reactant: Cl[C:2]1[N:7]=[C:6]([NH:8][CH:9]2[CH2:14][C:13]([CH3:16])([CH3:15])[NH:12][C:11]([CH3:18])([CH3:17])[CH2:10]2)[C:5]([F:19])=[CH:4][N:3]=1.[CH:20]1([C:23]2[CH:28]=[CH:27][C:26]([NH2:29])=[CH:25][C:24]=2[N:30]2[CH:34]=[N:33][N:32]=[N:31]2)[CH2:22][CH2:21]1.S(O)(C1C=CC(C)=CC=1)(=O)=O. Product: [CH:20]1([C:23]2[CH:28]=[CH:27][C:26]([NH:29][C:2]3[N:7]=[C:6]([NH:8][CH:9]4[CH2:14][C:13]([CH3:16])([CH3:15])[NH:12][C:11]([CH3:18])([CH3:17])[CH2:10]4)[C:5]([F:19])=[CH:4][N:3]=3)=[CH:25][C:24]=2[N:30]2[CH:34]=[N:33][N:32]=[N:31]2)[CH2:22][CH2:21]1. The catalyst class is: 41. (7) Reactant: Cl.Cl.[Cl:3][C:4]1[CH:9]=[CH:8][C:7]([C:10]2[S:18]C3C(=O)[N:15]([CH2:20][CH2:21][C:22]4[CH:27]=[CH:26][C:25]([CH2:28][NH:29][CH3:30])=[CH:24][CH:23]=4)[CH:14]=[N:13][C:12]=3[CH:11]=2)=[CH:6][CH:5]=1.[C:31](Cl)(=[O:33])[CH3:32].C(N(CC)CC)C.[O:42]1CC[CH2:44][CH2:43]1. Product: [Cl:3][C:4]1[CH:5]=[CH:6][C:7]([C:10]2[S:18][C:32]3[C:31](=[O:33])[N:15]([CH2:20][CH2:21][C:22]4[CH:23]=[CH:24][C:25]([CH2:28][N:29]([CH3:30])[C:43](=[O:42])[CH3:44])=[CH:26][CH:27]=4)[CH:14]=[N:13][C:12]=3[CH:11]=2)=[CH:8][CH:9]=1. The catalyst class is: 13.